Dataset: Reaction yield outcomes from USPTO patents with 853,638 reactions. Task: Predict the reaction yield, written as a fraction of the theoretical maximum amount of product (1.0 means a 100% yield; for example, 0.34 means a 34% yield). (1) The reactants are [C:13](P([C:13]([CH3:16])([CH3:15])[CH3:14])(N(CC)CC)([O-])[O-])([CH3:16])([CH3:15])[CH3:14].[CH:17]1([N:20]([CH2:54][CH2:55][OH:56])[CH2:21][CH2:22][CH2:23][O:24][C:25]2[CH:34]=[C:33]3[C:28]([C:29]([NH:35][C:36]4[CH:40]=[C:39]([CH2:41][C:42]([NH:44][C:45]5[CH:50]=[CH:49][CH:48]=[C:47]([F:51])[CH:46]=5)=[O:43])[NH:38][N:37]=4)=[N:30][CH:31]=[N:32]3)=[CH:27][C:26]=2[O:52][CH3:53])[CH2:19][CH2:18]1.N1C=NN=N1.[O-]O.[C:64]1([CH:70](C)C)[CH:69]=CC=C[CH:65]=1.[P:73]([O:80]CC)([O:77]CC)[O:74]CC. The catalyst is CN(C)C=O.O. The product is [P:73]([O:56][CH2:55][CH2:54][N:20]([CH:17]1[CH2:18][CH2:19]1)[CH2:21][CH2:22][CH2:23][O:24][C:25]1[CH:34]=[C:33]2[C:28]([C:29]([NH:35][C:36]3[CH:40]=[C:39]([CH2:41][C:42]([NH:44][C:45]4[CH:50]=[CH:49][CH:48]=[C:47]([F:51])[CH:46]=4)=[O:43])[NH:38][N:37]=3)=[N:30][CH:31]=[N:32]2)=[CH:27][C:26]=1[O:52][CH3:53])([O:80][C:13]([CH3:14])([CH3:15])[CH3:16])([O:77][C:64]([CH3:70])([CH3:69])[CH3:65])=[O:74]. The yield is 0.590. (2) The reactants are [CH3:1][C:2]1[NH:3][C:4]2[C:9]([CH:10]=1)=[CH:8][CH:7]=[CH:6][C:5]=2[CH3:11].[CH3:12]C1C2C(=CC=CC=2)NC=1. No catalyst specified. The product is [CH3:12][N:3]1[C:4]2[C:9](=[CH:8][CH:7]=[CH:6][C:5]=2[CH3:11])[CH:10]=[C:2]1[CH3:1]. The yield is 0.870. (3) The reactants are C(C1C=C(NC2N=C(NC3C=CC=C(C(O)=O)C=3)C(F)=CN=2)C=CC=1)(O)=O.C[O:29][C:30]([C:32]1[CH:37]=[CH:36][C:35]([NH:38][C:39]2[N:44]=[C:43]([NH:45][C:46]3[CH:51]=[CH:50][C:49]([C:52]([O:54]C)=[O:53])=[CH:48][CH:47]=3)[C:42]([F:56])=[CH:41][N:40]=2)=[CH:34][CH:33]=1)=[O:31].[OH-].[Na+]. No catalyst specified. The product is [C:30]([C:32]1[CH:37]=[CH:36][C:35]([NH:38][C:39]2[N:44]=[C:43]([NH:45][C:46]3[CH:51]=[CH:50][C:49]([C:52]([OH:54])=[O:53])=[CH:48][CH:47]=3)[C:42]([F:56])=[CH:41][N:40]=2)=[CH:34][CH:33]=1)([OH:31])=[O:29]. The yield is 0.590.